This data is from Reaction yield outcomes from USPTO patents with 853,638 reactions. The task is: Predict the reaction yield, written as a fraction of the theoretical maximum amount of product (1.0 means a 100% yield; for example, 0.34 means a 34% yield). The reactants are [C:1]([C:4]1[S:5][CH:6]=[C:7]([C:9]([NH:11][C@@H:12]([CH3:28])[CH2:13][N:14]2[CH:18]=[CH:17][C:16]([C:19]3[CH:24]=[CH:23][C:22]([C:25]#[N:26])=[C:21]([Cl:27])[CH:20]=3)=[N:15]2)=[O:10])[N:8]=1)(=[O:3])[CH3:2].[BH4-].[Na+].O.Cl. The catalyst is C(O)C. The product is [Cl:27][C:21]1[CH:20]=[C:19]([C:16]2[CH:17]=[CH:18][N:14]([CH2:13][C@@H:12]([NH:11][C:9]([C:7]3[N:8]=[C:4]([CH:1]([OH:3])[CH3:2])[S:5][CH:6]=3)=[O:10])[CH3:28])[N:15]=2)[CH:24]=[CH:23][C:22]=1[C:25]#[N:26]. The yield is 0.416.